Dataset: CYP3A4 inhibition data for predicting drug metabolism from PubChem BioAssay. Task: Regression/Classification. Given a drug SMILES string, predict its absorption, distribution, metabolism, or excretion properties. Task type varies by dataset: regression for continuous measurements (e.g., permeability, clearance, half-life) or binary classification for categorical outcomes (e.g., BBB penetration, CYP inhibition). Dataset: cyp3a4_veith. The drug is COC(=O)[C@@]1(Cc2ccccc2)[C@H]2c3cc(C(=O)N4CCCC4)n(Cc4nc5ccccc5[nH]4)c3C[C@H]2CN1C(=O)c1ccccc1. The result is 1 (inhibitor).